This data is from Forward reaction prediction with 1.9M reactions from USPTO patents (1976-2016). The task is: Predict the product of the given reaction. Given the reactants CO[C:3]1[CH:23]=[CH:22][C:6]([C:7]([NH:9][CH2:10][C:11]2[NH:15][N:14]=[C:13]([C:16]3[CH:21]=[CH:20][N:19]=[CH:18][CH:17]=3)[N:12]=2)=[O:8])=[CH:5][C:4]=1[CH3:24].[NH:25]1C2C(=CC=CC=2C(O)=O)C=[CH:26]1.COC1C=CC(C(O)=O)=CC=1C, predict the reaction product. The product is: [N:19]1[CH:20]=[CH:21][C:16]([C:13]2[N:12]=[C:11]([CH2:10][NH:9][C:7]([C:6]3[CH:22]=[CH:23][CH:3]=[C:4]4[C:5]=3[NH:25][CH:26]=[CH:24]4)=[O:8])[NH:15][N:14]=2)=[CH:17][CH:18]=1.